Dataset: Catalyst prediction with 721,799 reactions and 888 catalyst types from USPTO. Task: Predict which catalyst facilitates the given reaction. (1) Reactant: [C:1]([C:3]1[CH:8]=[CH:7][CH:6]=[CH:5][C:4]=1[CH2:9][NH:10][SH:11](=[O:13])=[O:12])#[N:2].[H][H]. Product: [NH2:2][CH2:1][C:3]1[CH:8]=[CH:7][CH:6]=[CH:5][C:4]=1[CH2:9][NH:10][SH:11](=[O:13])=[O:12]. The catalyst class is: 470. (2) Reactant: [Cl:1][C:2]1[C:3]([NH:27][C@@H:28]2[CH2:33][CH2:32][CH2:31][CH2:30][C@H:29]2[NH:34][S:35]([CH3:38])(=[O:37])=[O:36])=N[C:5]([NH:8][C:9]2[CH:10]=[CH:11][C:12]3[CH2:18][N:17]([CH2:19][CH2:20]OC(=O)C)[CH2:16][CH2:15][N:14]([CH3:25])[C:13]=3[CH:26]=2)=[N:6][CH:7]=1.O1[CH2:44][CH2:43]OCC1.[Li+].[OH-:46].[NH3:47]. Product: [Cl:1][C:2]1[C:3]([NH:27][C@@H:28]2[CH2:33][CH2:32][CH2:31][CH2:30][C@H:29]2[NH:34][S:35]([CH3:38])(=[O:37])=[O:36])=[N:47][C:5]([N:8]([C:9]2[CH:10]=[CH:11][C:12]3[CH2:18][N:17]([CH2:19][CH2:20][OH:46])[CH2:16][CH2:15][N:14]([CH3:25])[C:13]=3[CH:26]=2)[C:44]2[CH:43]=[CH:13][CH:26]=[CH:9][CH:10]=2)=[N:6][CH:7]=1. The catalyst class is: 138.